This data is from NCI-60 drug combinations with 297,098 pairs across 59 cell lines. The task is: Regression. Given two drug SMILES strings and cell line genomic features, predict the synergy score measuring deviation from expected non-interaction effect. (1) Drug 1: CC1=C(C=C(C=C1)C(=O)NC2=CC(=CC(=C2)C(F)(F)F)N3C=C(N=C3)C)NC4=NC=CC(=N4)C5=CN=CC=C5. Drug 2: CC1=C(C(=CC=C1)Cl)NC(=O)C2=CN=C(S2)NC3=CC(=NC(=N3)C)N4CCN(CC4)CCO. Cell line: IGROV1. Synergy scores: CSS=24.7, Synergy_ZIP=2.79, Synergy_Bliss=8.55, Synergy_Loewe=-32.9, Synergy_HSA=-1.82. (2) Drug 1: C1=CC(=CC=C1C#N)C(C2=CC=C(C=C2)C#N)N3C=NC=N3. Drug 2: CCC1(CC2CC(C3=C(CCN(C2)C1)C4=CC=CC=C4N3)(C5=C(C=C6C(=C5)C78CCN9C7C(C=CC9)(C(C(C8N6C=O)(C(=O)OC)O)OC(=O)C)CC)OC)C(=O)OC)O.OS(=O)(=O)O. Cell line: LOX IMVI. Synergy scores: CSS=1.58, Synergy_ZIP=-4.25, Synergy_Bliss=-1.66, Synergy_Loewe=-26.8, Synergy_HSA=-6.32. (3) Drug 1: CC1=C(C(=O)C2=C(C1=O)N3CC4C(C3(C2COC(=O)N)OC)N4)N. Drug 2: CC1C(C(CC(O1)OC2CC(CC3=C2C(=C4C(=C3O)C(=O)C5=C(C4=O)C(=CC=C5)OC)O)(C(=O)CO)O)N)O.Cl. Cell line: A498. Synergy scores: CSS=67.4, Synergy_ZIP=-1.64, Synergy_Bliss=-0.773, Synergy_Loewe=3.69, Synergy_HSA=4.01. (4) Drug 2: CCC1=CC2CC(C3=C(CN(C2)C1)C4=CC=CC=C4N3)(C5=C(C=C6C(=C5)C78CCN9C7C(C=CC9)(C(C(C8N6C)(C(=O)OC)O)OC(=O)C)CC)OC)C(=O)OC.C(C(C(=O)O)O)(C(=O)O)O. Drug 1: C1CCN(CC1)CCOC2=CC=C(C=C2)C(=O)C3=C(SC4=C3C=CC(=C4)O)C5=CC=C(C=C5)O. Synergy scores: CSS=44.1, Synergy_ZIP=-0.743, Synergy_Bliss=-1.51, Synergy_Loewe=-23.0, Synergy_HSA=-1.92. Cell line: OVCAR-5. (5) Drug 1: CC1CC2C3CCC4=CC(=O)C=CC4(C3(C(CC2(C1(C(=O)CO)O)C)O)F)C. Drug 2: C1CC(C1)(C2=CC=C(C=C2)C3=C(C=C4C(=N3)C=CN5C4=NNC5=O)C6=CC=CC=C6)N. Cell line: T-47D. Synergy scores: CSS=33.2, Synergy_ZIP=1.80, Synergy_Bliss=-0.336, Synergy_Loewe=-9.06, Synergy_HSA=-1.48. (6) Drug 1: CC1=CC=C(C=C1)C2=CC(=NN2C3=CC=C(C=C3)S(=O)(=O)N)C(F)(F)F. Drug 2: CN(CCCl)CCCl.Cl. Cell line: HL-60(TB). Synergy scores: CSS=44.5, Synergy_ZIP=-0.907, Synergy_Bliss=0.173, Synergy_Loewe=-13.9, Synergy_HSA=2.12. (7) Drug 1: CC1=C(C=C(C=C1)NC2=NC=CC(=N2)N(C)C3=CC4=NN(C(=C4C=C3)C)C)S(=O)(=O)N.Cl. Drug 2: CC1OCC2C(O1)C(C(C(O2)OC3C4COC(=O)C4C(C5=CC6=C(C=C35)OCO6)C7=CC(=C(C(=C7)OC)O)OC)O)O. Cell line: DU-145. Synergy scores: CSS=47.3, Synergy_ZIP=6.33, Synergy_Bliss=5.70, Synergy_Loewe=-18.7, Synergy_HSA=4.56. (8) Drug 1: C1=CC(=CC=C1CC(C(=O)O)N)N(CCCl)CCCl.Cl. Drug 2: CC1=C(C(CCC1)(C)C)C=CC(=CC=CC(=CC(=O)O)C)C. Cell line: EKVX. Synergy scores: CSS=-9.45, Synergy_ZIP=1.27, Synergy_Bliss=-6.54, Synergy_Loewe=-10.1, Synergy_HSA=-10.2. (9) Drug 1: C1CCN(CC1)CCOC2=CC=C(C=C2)C(=O)C3=C(SC4=C3C=CC(=C4)O)C5=CC=C(C=C5)O. Drug 2: C1C(C(OC1N2C=NC3=C2NC=NCC3O)CO)O. Cell line: IGROV1. Synergy scores: CSS=-3.57, Synergy_ZIP=0.764, Synergy_Bliss=-2.52, Synergy_Loewe=-2.93, Synergy_HSA=-4.69. (10) Cell line: NCIH23. Drug 2: C1=CC(=CC=C1CC(C(=O)O)N)N(CCCl)CCCl.Cl. Synergy scores: CSS=15.9, Synergy_ZIP=-3.31, Synergy_Bliss=-0.765, Synergy_Loewe=-4.05, Synergy_HSA=-1.85. Drug 1: CC12CCC(CC1=CCC3C2CCC4(C3CC=C4C5=CN=CC=C5)C)O.